From a dataset of Forward reaction prediction with 1.9M reactions from USPTO patents (1976-2016). Predict the product of the given reaction. (1) Given the reactants [C:1]([NH:4][C:5]([NH2:7])=[NH:6])(=[O:3])[CH3:2].Cl[CH:9]1[CH2:14][CH2:13][CH2:12][CH2:11][C:10]1=O, predict the reaction product. The product is: [NH:6]1[C:10]2[CH2:11][CH2:12][CH2:13][CH2:14][C:9]=2[N:7]=[C:5]1[NH:4][C:1](=[O:3])[CH3:2]. (2) Given the reactants [C:1]([O:5][C:6]1[CH:7]=[C:8]([C:19](=[O:22])[CH2:20][Cl:21])[C:9]2[S:13][C:12]([O:14][CH:15]([CH3:17])[CH3:16])=[N:11][C:10]=2[CH:18]=1)([CH3:4])([CH3:3])[CH3:2], predict the reaction product. The product is: [C:1]([O:5][C:6]1[CH:7]=[C:8]([C@@H:19]([OH:22])[CH2:20][Cl:21])[C:9]2[S:13][C:12]([O:14][CH:15]([CH3:16])[CH3:17])=[N:11][C:10]=2[CH:18]=1)([CH3:2])([CH3:3])[CH3:4]. (3) Given the reactants [O:1]=[C:2]1[NH:3][C:4]2[C:9](/[C:10]/1=[CH:11]\[C:12]1[CH:20]=[C:19]3[C:15]([C:16](/[CH:21]=[CH:22]/[C:23]4[CH:28]=[CH:27][N:26]=[CH:25][CH:24]=4)=[N:17][NH:18]3)=[CH:14][CH:13]=1)=[CH:8][C:7]([NH:29]C(=O)OC(C)(C)C)=[CH:6][CH:5]=2.[F:37][C:38]([F:43])([F:42])[C:39]([OH:41])=[O:40], predict the reaction product. The product is: [F:37][C:38]([F:43])([F:42])[C:39]([OH:41])=[O:40].[F:37][C:38]([F:43])([F:42])[C:39]([OH:41])=[O:40].[NH2:29][C:7]1[CH:8]=[C:9]2[C:4](=[CH:5][CH:6]=1)[NH:3][C:2](=[O:1])/[C:10]/2=[CH:11]/[C:12]1[CH:20]=[C:19]2[C:15]([C:16](/[CH:21]=[CH:22]/[C:23]3[CH:24]=[CH:25][N:26]=[CH:27][CH:28]=3)=[N:17][NH:18]2)=[CH:14][CH:13]=1. (4) Given the reactants [NH:1]1[CH2:6][CH2:5][CH:4]([N:7]2[C:15]3[C:10](=[N:11][CH:12]=[CH:13][CH:14]=3)[NH:9][C:8]2=[O:16])[CH2:3][CH2:2]1.Cl[C:18]1[N:23]=[CH:22][N:21]=[C:20]([C:24]([C:26]2[CH:36]=[CH:35][C:29]3[N:30]([CH3:34])[C:31](=[O:33])[O:32][C:28]=3[CH:27]=2)=[O:25])[CH:19]=1.CCN(C(C)C)C(C)C, predict the reaction product. The product is: [CH3:34][N:30]1[C:29]2[CH:35]=[CH:36][C:26]([C:24]([C:20]3[N:21]=[CH:22][N:23]=[C:18]([N:1]4[CH2:2][CH2:3][CH:4]([N:7]5[C:15]6[C:10](=[N:11][CH:12]=[CH:13][CH:14]=6)[NH:9][C:8]5=[O:16])[CH2:5][CH2:6]4)[CH:19]=3)=[O:25])=[CH:27][C:28]=2[O:32][C:31]1=[O:33]. (5) Given the reactants [N:1]1([C:7]2[CH:16]=[CH:15][CH:14]=[C:13]3[C:8]=2[C:9]([NH2:18])=[N:10][C:11]([NH2:17])=[N:12]3)[CH2:6][CH2:5][NH:4][CH2:3][CH2:2]1.[C:19](Cl)(=[O:26])[C:20]1[CH:25]=[CH:24][CH:23]=[CH:22][CH:21]=1, predict the reaction product. The product is: [NH2:17][C:11]1[N:10]=[C:9]([NH2:18])[C:8]2[C:13](=[CH:14][CH:15]=[CH:16][C:7]=2[N:1]2[CH2:6][CH2:5][N:4]([C:19]([C:20]3[CH:25]=[CH:24][CH:23]=[CH:22][CH:21]=3)=[O:26])[CH2:3][CH2:2]2)[N:12]=1. (6) Given the reactants C[O:2][C:3]([C:5]1[C:6]([C:24]2[CH:29]=[CH:28][C:27]([C:30]([OH:32])=O)=[CH:26][CH:25]=2)=[CH:7][CH:8]=[C:9]([C:11]2[S:12][CH:13]=[C:14]([C:16]3[CH:21]=[CH:20][C:19]([Cl:22])=[C:18]([Cl:23])[CH:17]=3)[N:15]=2)[CH:10]=1)=[O:4].[OH:33][CH:34]1[CH2:39][CH2:38][NH:37][CH2:36][CH2:35]1.C1COCC1.O.[OH-].[Li+], predict the reaction product. The product is: [Cl:23][C:18]1[CH:17]=[C:16]([C:14]2[N:15]=[C:11]([C:9]3[CH:10]=[C:5]([C:3]([OH:2])=[O:4])[C:6]([C:24]4[CH:25]=[CH:26][C:27]([C:30]([N:37]5[CH2:38][CH2:39][CH:34]([OH:33])[CH2:35][CH2:36]5)=[O:32])=[CH:28][CH:29]=4)=[CH:7][CH:8]=3)[S:12][CH:13]=2)[CH:21]=[CH:20][C:19]=1[Cl:22]. (7) Given the reactants C(OC(=O)[NH:7][C@@H:8]([CH2:17][C:18]([N:20]1[CH2:24][CH2:23][C@H:22]([NH:25][C:26]([CH:28]2[CH2:30][CH2:29]2)=[O:27])[CH2:21]1)=[O:19])[CH2:9][C:10]1[CH:15]=[CH:14][CH:13]=[CH:12][C:11]=1[F:16])(C)(C)C.[F:32][C:33]([F:38])([F:37])[C:34]([OH:36])=[O:35].C1(C)C=CC=CC=1, predict the reaction product. The product is: [F:32][C:33]([F:38])([F:37])[C:34]([OH:36])=[O:35].[NH2:7][C@H:8]([CH2:9][C:10]1[CH:15]=[CH:14][CH:13]=[CH:12][C:11]=1[F:16])[CH2:17][C:18]([N:20]1[CH2:24][CH2:23][C@H:22]([NH:25][C:26]([CH:28]2[CH2:29][CH2:30]2)=[O:27])[CH2:21]1)=[O:19]. (8) Given the reactants [Cl:1][C:2]1[N:3]=[C:4]([O:10][CH3:11])[C:5]([NH2:9])=[N:6][C:7]=1[Cl:8].[Cl:12][C:13]1[CH:18]=[C:17]([Cl:19])[CH:16]=[CH:15][C:14]=1[S:20](Cl)(=[O:22])=[O:21], predict the reaction product. The product is: [Cl:12][C:13]1[CH:18]=[C:17]([Cl:19])[CH:16]=[CH:15][C:14]=1[S:20]([NH:9][C:5]1[C:4]([O:10][CH3:11])=[N:3][C:2]([Cl:1])=[C:7]([Cl:8])[N:6]=1)(=[O:22])=[O:21]. (9) Given the reactants [C:1](OC(=O)C)(=[O:3])[CH3:2].[CH:8]([O:11][C:12]([N:14]1[C:27]2[C:19](=[CH:20][C:21]3[CH2:22][CH2:23][CH2:24][C:25]=3[CH:26]=2)[CH:18]([NH:28][CH2:29][C:30]2[CH:35]=[C:34]([C:36]([F:39])([F:38])[F:37])[CH:33]=[C:32]([C:40]([F:43])([F:42])[F:41])[CH:31]=2)[CH2:17][CH2:16][CH2:15]1)=[O:13])([CH3:10])[CH3:9].N1C=CC=CC=1.Cl, predict the reaction product. The product is: [CH:8]([O:11][C:12]([N:14]1[C:27]2[C:19](=[CH:20][C:21]3[CH2:22][CH2:23][CH2:24][C:25]=3[CH:26]=2)[CH:18]([N:28]([C:1](=[O:3])[CH3:2])[CH2:29][C:30]2[CH:31]=[C:32]([C:40]([F:43])([F:41])[F:42])[CH:33]=[C:34]([C:36]([F:37])([F:38])[F:39])[CH:35]=2)[CH2:17][CH2:16][CH2:15]1)=[O:13])([CH3:10])[CH3:9].